Dataset: Catalyst prediction with 721,799 reactions and 888 catalyst types from USPTO. Task: Predict which catalyst facilitates the given reaction. (1) Reactant: [OH:1][C:2]1[CH:7]=[CH:6][C:5]([CH2:8][C:9](=[O:11])[CH3:10])=[CH:4][CH:3]=1.Br[CH2:13][CH2:14][CH2:15][N:16]1[C:20](=[O:21])[C:19]2=[CH:22][CH:23]=[CH:24][CH:25]=[C:18]2[C:17]1=[O:26].C(=O)([O-])[O-].[K+].[K+]. Product: [O:11]=[C:9]([CH3:10])[CH2:8][C:5]1[CH:4]=[CH:3][C:2]([O:1][CH2:13][CH2:14][CH2:15][N:16]2[C:20](=[O:21])[C:19]3[C:18](=[CH:25][CH:24]=[CH:23][CH:22]=3)[C:17]2=[O:26])=[CH:7][CH:6]=1. The catalyst class is: 9. (2) Product: [C:1]([C:4]1[CH:9]=[CH:8][C:7]([CH2:10][CH:11]([NH2:15])[C:12]([OH:14])=[O:13])=[CH:6][C:5]=1[NH2:16])(=[O:3])[CH3:2]. The catalyst class is: 19. Reactant: [C:1]([C:4]1[CH:9]=[CH:8][C:7]([CH2:10][CH:11]([NH2:15])[C:12]([OH:14])=[O:13])=[CH:6][C:5]=1[N+:16]([O-])=O)(=[O:3])[CH3:2]. (3) Reactant: [CH:1]1([CH2:4][CH2:5][NH:6][S:7]([C:10]2[CH:11]=[N:12][C:13]([N:17]3[CH2:22][CH2:21][N:20]([C:23](=[O:35])[C:24]4[CH:29]=[C:28]([F:30])[CH:27]=[CH:26][C:25]=4[C:31]([F:34])([F:33])[F:32])[CH2:19][CH2:18]3)=[C:14](Br)[CH:15]=2)(=[O:9])=[O:8])[CH2:3][CH2:2]1. Product: [CH:1]1([CH2:4][CH2:5][NH:6][S:7]([C:10]2[CH:11]=[N:12][C:13]([N:17]3[CH2:22][CH2:21][N:20]([C:23](=[O:35])[C:24]4[CH:29]=[C:28]([F:30])[CH:27]=[CH:26][C:25]=4[C:31]([F:34])([F:32])[F:33])[CH2:19][CH2:18]3)=[CH:14][CH:15]=2)(=[O:9])=[O:8])[CH2:3][CH2:2]1. The catalyst class is: 19. (4) Reactant: Cl.Cl.[C:3]1([CH:9]2[C:14]3[N:15]=[CH:16][NH:17][C:13]=3[CH2:12][CH2:11][NH:10]2)[CH:8]=[CH:7][CH:6]=[CH:5][CH:4]=1.C([O-])([O-])=O.[K+].[K+].Cl[C:25]([O:27][CH2:28][CH2:29][O:30][CH3:31])=[O:26].Cl. Product: [C:3]1([CH:9]2[C:14]3[N:15]=[CH:16][NH:17][C:13]=3[CH2:12][CH2:11][N:10]2[C:25]([O:27][CH2:28][CH2:29][O:30][CH3:31])=[O:26])[CH:4]=[CH:5][CH:6]=[CH:7][CH:8]=1. The catalyst class is: 408.